From a dataset of PAMPA (Parallel Artificial Membrane Permeability Assay) permeability data from NCATS. Regression/Classification. Given a drug SMILES string, predict its absorption, distribution, metabolism, or excretion properties. Task type varies by dataset: regression for continuous measurements (e.g., permeability, clearance, half-life) or binary classification for categorical outcomes (e.g., BBB penetration, CYP inhibition). Dataset: pampa_ncats. (1) The drug is CCCCN(CC)CCNC(=O)C1=CC2=C(S1)N(N=C2C3=CC=C(C=C3)Cl)C. The result is 1 (high permeability). (2) The drug is CCOC(=O)N1CCC2=C(C1)SC(=C2C(=O)NC3=CC=C(C=C3)OC)NCC4=CC=C(C=C4)N(C)C. The result is 1 (high permeability). (3) The compound is C1CCC(CC1)NC2=NC(=NC3=CC=CC=C32)C4=CC=NC=C4. The result is 1 (high permeability). (4) The drug is CC1=CC2=C(C=C1)NC(=CC2=O)C3=CC=CC=C3. The result is 1 (high permeability).